From a dataset of Reaction yield outcomes from USPTO patents with 853,638 reactions. Predict the reaction yield, written as a fraction of the theoretical maximum amount of product (1.0 means a 100% yield; for example, 0.34 means a 34% yield). (1) The reactants are [F:1][C:2]1[CH:7]=[CH:6][CH:5]=[C:4]([F:8])[C:3]=1[N:9]1[C:13](I)=[CH:12][C:11]([C:15]([O:17][CH2:18][CH3:19])=[O:16])=[N:10]1.[C:20]1([S:26][S:26][C:20]2[CH:25]=[CH:24][CH:23]=[CH:22][CH:21]=2)[CH:25]=[CH:24][CH:23]=[CH:22][CH:21]=1.[Cl-].[NH4+]. The catalyst is O1CCCC1. The product is [F:1][C:2]1[CH:7]=[CH:6][CH:5]=[C:4]([F:8])[C:3]=1[N:9]1[C:13]([S:26][C:20]2[CH:25]=[CH:24][CH:23]=[CH:22][CH:21]=2)=[CH:12][C:11]([C:15]([O:17][CH2:18][CH3:19])=[O:16])=[N:10]1. The yield is 0.410. (2) The reactants are [F:1][C:2]1[CH:3]=[CH:4][C:5]2[C:10](=O)[O:9]C(=O)[NH:7][C:6]=2[CH:13]=1.[Br:14][C:15]1[C:16]([CH3:22])=[C:17]([CH:19]=[CH:20][CH:21]=1)[NH2:18]. The catalyst is C1(C)C(C)=CC=CC=1. The product is [NH2:7][C:6]1[CH:13]=[C:2]([F:1])[CH:3]=[CH:4][C:5]=1[C:10]([NH:18][C:17]1[CH:19]=[CH:20][CH:21]=[C:15]([Br:14])[C:16]=1[CH3:22])=[O:9]. The yield is 0.410. (3) The reactants are [C:1]([O:5][C:6](=[O:23])[NH:7][C@@H:8]([CH2:12][C:13]1[CH:18]=[CH:17][C:16]([O:19][CH2:20][CH:21]=[CH2:22])=[CH:15][CH:14]=1)[C:9]([NH2:11])=O)([CH3:4])([CH3:3])[CH3:2].CC[N+](S(N=C(OC)[O-])(=O)=O)(CC)CC. The catalyst is C(Cl)Cl.C1COCC1. The product is [C:1]([O:5][C:6](=[O:23])[NH:7][C@H:8]([C:9]#[N:11])[CH2:12][C:13]1[CH:14]=[CH:15][C:16]([O:19][CH2:20][CH:21]=[CH2:22])=[CH:17][CH:18]=1)([CH3:4])([CH3:2])[CH3:3]. The yield is 0.950. (4) The reactants are [OH-].[K+].C1COCC1.C([O:10][C:11](=[O:43])[C@:12]([N:18]([CH3:42])[C:19]([C:21]1[CH:26]=[CH:25][C:24]([C:27]2[CH:32]=[CH:31][C:30]([O:33][CH2:34][CH2:35][N:36]3[CH2:41][CH2:40][O:39][CH2:38][CH2:37]3)=[CH:29][CH:28]=2)=[CH:23][CH:22]=1)=[O:20])([CH3:17])[C:13]([NH:15][CH3:16])=[O:14])C.C(O)(=O)CC(CC(O)=O)(C(O)=O)O. The catalyst is CO. The product is [C:11]([C@:12]([N:18]([CH3:42])[C:19]([C:21]1[CH:26]=[CH:25][C:24]([C:27]2[CH:32]=[CH:31][C:30]([O:33][CH2:34][CH2:35][N:36]3[CH2:37][CH2:38][O:39][CH2:40][CH2:41]3)=[CH:29][CH:28]=2)=[CH:23][CH:22]=1)=[O:20])([CH3:17])[C:13]([NH:15][CH3:16])=[O:14])([OH:43])=[O:10]. The yield is 0.650. (5) The reactants are ClC1C=CC(C(=C2CCN(S(C3C(C)=NNC=3C)(=O)=O)CC2)C(OC)=O)=CC=1.[CH3:29][C:30]1[C:34]([S:35](Cl)(=[O:37])=[O:36])=[C:33]([CH3:39])[NH:32][N:31]=1.Cl.[Cl:41][C:42]1[CH:47]=[CH:46][C:45]([C:48](=[C:51]2[CH2:56][CH2:55][NH:54][CH2:53][CH:52]2[CH3:57])[C:49]#[N:50])=[CH:44][CH:43]=1. No catalyst specified. The product is [Cl:41][C:42]1[CH:47]=[CH:46][C:45]([C:48](=[C:51]2[CH2:56][CH2:55][N:54]([S:35]([C:34]3[C:33]([CH3:39])=[N:32][NH:31][C:30]=3[CH3:29])(=[O:37])=[O:36])[CH2:53][CH:52]2[CH3:57])[C:49]#[N:50])=[CH:44][CH:43]=1. The yield is 0.310. (6) The reactants are [OH-].[K+:2].[OH:3][C:4]1[CH:9]=[CH:8][C:7]([CH:10]([C:20]2[CH:25]=[CH:24][C:23]([OH:26])=[CH:22][CH:21]=2)[C:11]2[CH:19]=[CH:18][CH:17]=[CH:16][C:12]=2[C:13]([OH:15])=[O:14])=[CH:6][CH:5]=1. The catalyst is C(O)C. The product is [OH:3][C:4]1[CH:9]=[CH:8][C:7]([CH:10]([C:20]2[CH:21]=[CH:22][C:23]([OH:26])=[CH:24][CH:25]=2)[C:11]2[CH:19]=[CH:18][CH:17]=[CH:16][C:12]=2[C:13]([O-:15])=[O:14])=[CH:6][CH:5]=1.[K+:2]. The yield is 1.00. (7) The reactants are [CH3:1][N:2]1[C:6]([C:7]([C:9]2[CH:14]=[CH:13][CH:12]=[C:11]([O:15][C:16]([F:19])([F:18])[F:17])[CH:10]=2)=O)=[N:5][N:4]=[N:3]1.Cl.[NH2:21][OH:22]. The catalyst is N1C=CC=CC=1.C(OCC)(=O)C. The product is [OH:22][N:21]=[C:7]([C:6]1[N:2]([CH3:1])[N:3]=[N:4][N:5]=1)[C:9]1[CH:14]=[CH:13][CH:12]=[C:11]([O:15][C:16]([F:19])([F:18])[F:17])[CH:10]=1. The yield is 0.920. (8) The reactants are [NH:1]1[CH:5]=[CH:4][C:3]([C:6]2[CH:11]=[CH:10][N:9]=[C:8]([C:12]3[C:16]4[C:17]([NH:21][CH:22]([CH3:24])[CH3:23])=[N:18][CH:19]=[CH:20][C:15]=4[N:14](CC4C=CC(OC)=CC=4)[N:13]=3)[CH:7]=2)=[N:2]1.Cl[C:35]1C=CN=C(C2C3C(NC(C)C)=NC=CC=3N(CC3C=CC(OC)=CC=3)N=2)C=1.CC1(C)C(C)(C)OB(C2C=CNN=2)O1.C([O-])([O-])=O.[Na+].[Na+]. The catalyst is CC#N.C(OCC)(=O)C. The product is [CH:22]([NH:21][C:17]1[C:16]2[C:12]([C:8]3[CH:7]=[C:6]([C:3]4[CH:4]=[CH:5][N:1]([CH3:35])[N:2]=4)[CH:11]=[CH:10][N:9]=3)=[N:13][NH:14][C:15]=2[CH:20]=[CH:19][N:18]=1)([CH3:23])[CH3:24]. The yield is 0.600.